Dataset: Catalyst prediction with 721,799 reactions and 888 catalyst types from USPTO. Task: Predict which catalyst facilitates the given reaction. (1) Reactant: [C:1]([C:3]1[CH:4]=[C:5]([C:9]2[C:10]3[N:11]([C:28]([CH2:31][CH3:32])=[CH:29][CH:30]=3)[N:12]=[C:13]([C:19]([O:21]CC[Si](C)(C)C)=[O:20])[C:14]=2[S:15]([CH3:18])(=[O:17])=[O:16])[CH:6]=[CH:7][CH:8]=1)#[N:2]. Product: [C:1]([C:3]1[CH:4]=[C:5]([C:9]2[C:10]3[N:11]([C:28]([CH2:31][CH3:32])=[CH:29][CH:30]=3)[N:12]=[C:13]([C:19]([OH:21])=[O:20])[C:14]=2[S:15]([CH3:18])(=[O:17])=[O:16])[CH:6]=[CH:7][CH:8]=1)#[N:2]. The catalyst class is: 55. (2) Reactant: [CH2:1]1[O:9][C:8]2[CH:7]=[CH:6][C:5]([N:10]=[C:11]=[O:12])=[CH:4][C:3]=2[O:2]1.[O:13]1[CH2:18][CH2:17][N:16]([CH2:19][CH2:20][CH2:21][O:22][C:23]2[CH:24]=[C:25]([CH:27]=[CH:28][CH:29]=2)[NH2:26])[CH2:15][CH2:14]1. Product: [O:9]1[C:8]2[CH:7]=[CH:6][C:5]([NH:10][C:11]([NH:26][C:25]3[CH:27]=[CH:28][CH:29]=[C:23]([O:22][CH2:21][CH2:20][CH2:19][N:16]4[CH2:15][CH2:14][O:13][CH2:18][CH2:17]4)[CH:24]=3)=[O:12])=[CH:4][C:3]=2[O:2][CH2:1]1. The catalyst class is: 22. (3) Reactant: [CH:1]([C:4]1[C:8]([CH2:9][CH2:10][CH2:11][OH:12])=[CH:7][N:6]([C:13]2[C:18]([C:19]([F:22])([F:21])[F:20])=[CH:17][CH:16]=[CH:15][N:14]=2)[N:5]=1)([CH3:3])[CH3:2].O[C:24]1[C:29]([O:30][CH3:31])=[CH:28][CH:27]=[CH:26][C:25]=1[CH2:32][C:33]([O:35][CH3:36])=[O:34].C(P(CCCC)CCCC)CCC.N(C(N1CCCCC1)=O)=NC(N1CCCCC1)=O. Product: [CH:1]([C:4]1[C:8]([CH2:9][CH2:10][CH2:11][O:12][C:24]2[C:29]([O:30][CH3:31])=[CH:28][CH:27]=[CH:26][C:25]=2[CH2:32][C:33]([O:35][CH3:36])=[O:34])=[CH:7][N:6]([C:13]2[C:18]([C:19]([F:21])([F:20])[F:22])=[CH:17][CH:16]=[CH:15][N:14]=2)[N:5]=1)([CH3:3])[CH3:2]. The catalyst class is: 7. (4) Reactant: [O:1]1[C:10]2[CH:9]=[C:8]([CH:11]=O)[N:7]=[CH:6][C:5]=2[O:4][CH2:3][CH2:2]1.[C:13]1([CH2:19][N:20]2[CH2:25][CH2:24][O:23][CH:22]([CH2:26][NH2:27])[CH2:21]2)[CH:18]=[CH:17][CH:16]=[CH:15][CH:14]=1. Product: [O:1]1[C:10]2[CH:9]=[C:8]([CH2:11][NH:27][CH2:26][CH:22]3[O:23][CH2:24][CH2:25][N:20]([CH2:19][C:13]4[CH:18]=[CH:17][CH:16]=[CH:15][CH:14]=4)[CH2:21]3)[N:7]=[CH:6][C:5]=2[O:4][CH2:3][CH2:2]1. The catalyst class is: 130. (5) Reactant: [CH:1]1([Mg]Br)[CH2:3][CH2:2]1.[CH3:6][O:7][CH2:8][C:9](=[O:16])[C:10]#[C:11][Si:12]([CH3:15])([CH3:14])[CH3:13].C(OCC)(=O)C. Product: [CH:1]1([C:9]([OH:16])([C:10]#[C:11][Si:12]([CH3:13])([CH3:15])[CH3:14])[CH2:8][O:7][CH3:6])[CH2:3][CH2:2]1. The catalyst class is: 28. (6) Reactant: Br[CH2:2][C:3]1[CH:8]=[CH:7][C:6](B2OC(C)(C)C(C)(C)O2)=[CH:5][CH:4]=1.[C:18]([N:21]1[CH2:26][CH2:25][NH:24][CH2:23][CH2:22]1)(=[O:20])[CH3:19].C([O-])([O-])=O.[K+].[K+].Br[C:34]1[CH:35]=[C:36]2[C:42]([C:43]3[CH:44]=[C:45]4[C:49](=[CH:50][CH:51]=3)[NH:48][CH:47]=[CH:46]4)=[CH:41][N:40](S(C3C=CC(C)=CC=3)(=O)=O)[C:37]2=[N:38][CH:39]=1. Product: [NH:48]1[C:49]2[C:45](=[CH:44][C:43]([C:42]3[C:36]4[C:37](=[N:38][CH:39]=[C:34]([C:6]5[CH:5]=[CH:4][C:3]([CH2:2][N:24]6[CH2:25][CH2:26][N:21]([C:18](=[O:20])[CH3:19])[CH2:22][CH2:23]6)=[CH:8][CH:7]=5)[CH:35]=4)[NH:40][CH:41]=3)=[CH:51][CH:50]=2)[CH:46]=[CH:47]1. The catalyst class is: 233. (7) Reactant: C(Cl)(=O)C(Cl)=O.CS(C)=O.[C:11]([C:15]1[CH:22]=[CH:21][C:18]([CH2:19][OH:20])=[C:17]([O:23][CH:24]2[CH2:29][CH2:28][N:27]([C:30]([O:32][C:33]([CH3:36])([CH3:35])[CH3:34])=[O:31])[CH2:26][CH2:25]2)[CH:16]=1)([CH3:14])([CH3:13])[CH3:12].C(N(CC)CC)C. Product: [C:11]([C:15]1[CH:22]=[CH:21][C:18]([CH:19]=[O:20])=[C:17]([O:23][CH:24]2[CH2:25][CH2:26][N:27]([C:30]([O:32][C:33]([CH3:36])([CH3:35])[CH3:34])=[O:31])[CH2:28][CH2:29]2)[CH:16]=1)([CH3:14])([CH3:12])[CH3:13]. The catalyst class is: 4. (8) Reactant: [CH2:1]([N:8]1[C:16]2[C:11](=[CH:12][C:13](Br)=[CH:14][CH:15]=2)[C:10]([CH2:18][C:19]2[CH:24]=[CH:23][CH:22]=[CH:21][CH:20]=2)=[C:9]1[CH3:25])[C:2]1[CH:7]=[CH:6][CH:5]=[CH:4][CH:3]=1.C([O-])([O-])=O.[K+].[K+].[CH3:32][O:33][C:34]1[CH:39]=[CH:38][C:37](B(O)O)=[CH:36][CH:35]=1.ClCCl. The catalyst class is: 75. Product: [CH2:1]([N:8]1[C:16]2[C:11](=[CH:12][C:13]([C:37]3[CH:38]=[CH:39][C:34]([O:33][CH3:32])=[CH:35][CH:36]=3)=[CH:14][CH:15]=2)[C:10]([CH2:18][C:19]2[CH:24]=[CH:23][CH:22]=[CH:21][CH:20]=2)=[C:9]1[CH3:25])[C:2]1[CH:7]=[CH:6][CH:5]=[CH:4][CH:3]=1.